From a dataset of Forward reaction prediction with 1.9M reactions from USPTO patents (1976-2016). Predict the product of the given reaction. (1) Given the reactants [CH3:1][O:2][C:3](=[O:23])[CH:4]([N:16]1[C:20]([CH3:21])=[CH:19][CH:18]=[C:17]1[CH3:22])[CH2:5][C:6]1[CH:11]=[CH:10][C:9]([O:12][C:13](=[O:15])[CH3:14])=[CH:8][CH:7]=1.[C:24](Cl)(=[O:26])[CH3:25].FC(F)(F)S(O)(=O)=O, predict the reaction product. The product is: [CH3:1][O:2][C:3](=[O:23])[C@@H:4]([N:16]1[C:17]([CH3:22])=[CH:18][C:19]([C:24](=[O:26])[CH3:25])=[C:20]1[CH3:21])[CH2:5][C:6]1[CH:7]=[CH:8][C:9]([O:12][C:13](=[O:15])[CH3:14])=[CH:10][CH:11]=1. (2) The product is: [Cl:1][C:2]1[CH:8]=[CH:7][C:5]([NH:6][C:18](=[O:19])[CH2:17][CH2:16][CH2:15][N:14]2[CH2:13][CH2:12][N:11]3[CH2:21][CH2:22][CH2:23][CH2:24][CH:10]3[CH2:9]2)=[CH:4][CH:3]=1. Given the reactants [Cl:1][C:2]1[CH:8]=[CH:7][C:5]([NH2:6])=[CH:4][CH:3]=1.[CH2:9]1[N:14]([CH2:15][CH2:16][CH2:17][C:18](O)=[O:19])[CH2:13][CH2:12][N:11]2[CH2:21][CH2:22][CH2:23][CH2:24][CH:10]12, predict the reaction product. (3) Given the reactants [Al+3].[Cl-].[Cl-].[Cl-].[C:5](Cl)(=[O:10])/[C:6](=[CH:8]/[CH3:9])/[CH3:7].[CH3:12][O:13][C:14]1[CH:19]=[CH:18][C:17]([O:20][CH3:21])=[CH:16][CH:15]=1.Cl, predict the reaction product. The product is: [CH3:12][O:13][C:14]1[CH:19]=[CH:18][C:17]([O:20][CH3:21])=[C:16]2[C:15]=1[CH:8]([CH3:9])[CH:6]([CH3:7])[C:5]2=[O:10]. (4) Given the reactants C(OC(=O)COC1C=CC(S)=CC=1C)C.[CH2:16]([O:18][C:19](=[O:34])[CH2:20][O:21][C:22]1[CH:27]=[C:26]([CH3:28])[C:25]([S:29](Cl)(=O)=O)=[CH:24][C:23]=1[CH3:33])[CH3:17], predict the reaction product. The product is: [CH2:16]([O:18][C:19](=[O:34])[CH2:20][O:21][C:22]1[CH:27]=[C:26]([CH3:28])[C:25]([SH:29])=[CH:24][C:23]=1[CH3:33])[CH3:17]. (5) Given the reactants [C:1]([N:4]1[CH2:9][CH2:8][CH:7]([C:10]([N:12]2[CH2:17][CH2:16][C@@H:15]([NH:18][CH3:19])[C@H:14]([C:20]3[CH:25]=[CH:24][C:23]([Cl:26])=[C:22]([Cl:27])[CH:21]=3)[CH2:13]2)=[O:11])[CH2:6][CH2:5]1)(=[O:3])[CH3:2].[CH3:28][C:29]1[S:33][C:32]([C:34]2[CH:39]=[CH:38][CH:37]=[CH:36][CH:35]=2)=[N:31][C:30]=1[C:40]([OH:42])=O, predict the reaction product. The product is: [C:1]([N:4]1[CH2:5][CH2:6][CH:7]([C:10]([N:12]2[CH2:17][CH2:16][C@@H:15]([N:18]([CH3:19])[C:40]([C:30]3[N:31]=[C:32]([C:34]4[CH:35]=[CH:36][CH:37]=[CH:38][CH:39]=4)[S:33][C:29]=3[CH3:28])=[O:42])[C@H:14]([C:20]3[CH:25]=[CH:24][C:23]([Cl:26])=[C:22]([Cl:27])[CH:21]=3)[CH2:13]2)=[O:11])[CH2:8][CH2:9]1)(=[O:3])[CH3:2].